This data is from Forward reaction prediction with 1.9M reactions from USPTO patents (1976-2016). The task is: Predict the product of the given reaction. Given the reactants [Cl:1][C:2]1[CH:3]=[C:4]([S:8]([N:11]2[C:16]3[CH:17]=[C:18]([C:21]([NH:23][C:24]4[CH:32]=[CH:31][C:27]([C:28]([OH:30])=[O:29])=[C:26]([F:33])[CH:25]=4)=[O:22])[CH:19]=[CH:20][C:15]=3[O:14][CH2:13][CH2:12]2)(=[O:10])=[O:9])[CH:5]=[CH:6][CH:7]=1.Cl[C:35]1C=C(S(Cl)(=O)=O)C=C[CH:40]=1, predict the reaction product. The product is: [CH2:35]([O:29][C:28](=[O:30])[C:27]1[CH:31]=[CH:32][C:24]([NH:23][C:21]([C:18]2[CH:19]=[CH:20][C:15]3[O:14][CH2:13][CH2:12][N:11]([S:8]([C:4]4[CH:5]=[CH:6][CH:7]=[C:2]([Cl:1])[CH:3]=4)(=[O:9])=[O:10])[C:16]=3[CH:17]=2)=[O:22])=[CH:25][C:26]=1[F:33])[CH3:40].